This data is from Reaction yield outcomes from USPTO patents with 853,638 reactions. The task is: Predict the reaction yield, written as a fraction of the theoretical maximum amount of product (1.0 means a 100% yield; for example, 0.34 means a 34% yield). (1) The reactants are [Cl:1][C:2]1[CH:7]=[CH:6][C:5]([C:8]2([OH:28])[C:16]3[C:11](=[CH:12][CH:13]=[CH:14][CH:15]=3)[C:10](=[O:17])[N:9]2[CH2:18][C:19]2[CH:24]=[CH:23][C:22]([N+:25]([O-:27])=[O:26])=[CH:21][CH:20]=2)=[CH:4][CH:3]=1.[C@H:29]1(O)[CH2:34][CH2:33][C@H:32]([OH:35])[CH2:31][CH2:30]1. No catalyst specified. The product is [Cl:1][C:2]1[CH:7]=[CH:6][C:5]([C:8]2([O:28][CH:29]3[CH2:34][CH2:33][CH:32]([OH:35])[CH2:31][CH2:30]3)[C:16]3[C:11](=[CH:12][CH:13]=[CH:14][CH:15]=3)[C:10](=[O:17])[N:9]2[CH2:18][C:19]2[CH:24]=[CH:23][C:22]([N+:25]([O-:27])=[O:26])=[CH:21][CH:20]=2)=[CH:4][CH:3]=1. The yield is 0.680. (2) The reactants are [C:1]1([C:7]2[CH:12]=[C:11]([CH:13]3[CH2:18][CH2:17][S:16](=[O:20])(=[O:19])[CH2:15][CH2:14]3)[CH:10]=[CH:9][C:8]=2[NH2:21])[CH2:6][CH2:5][CH2:4][CH2:3][CH:2]=1.[K+].[C:23]([C:25]1[N:26]=[C:27]([C:38]([O-])=[O:39])[N:28]([CH2:30][O:31][CH2:32][CH2:33][Si:34]([CH3:37])([CH3:36])[CH3:35])[CH:29]=1)#[N:24].F[P-](F)(F)(F)(F)F.Br[P+](N1CCCC1)(N1CCCC1)N1CCCC1.CCN(C(C)C)C(C)C. The catalyst is CN(C=O)C.CCOC(C)=O. The product is [C:1]1([C:7]2[CH:12]=[C:11]([CH:13]3[CH2:18][CH2:17][S:16](=[O:19])(=[O:20])[CH2:15][CH2:14]3)[CH:10]=[CH:9][C:8]=2[NH:21][C:38]([C:27]2[N:28]([CH2:30][O:31][CH2:32][CH2:33][Si:34]([CH3:37])([CH3:36])[CH3:35])[CH:29]=[C:25]([C:23]#[N:24])[N:26]=2)=[O:39])[CH2:6][CH2:5][CH2:4][CH2:3][CH:2]=1. The yield is 0.730.